The task is: Predict the reactants needed to synthesize the given product.. This data is from Full USPTO retrosynthesis dataset with 1.9M reactions from patents (1976-2016). (1) Given the product [Cl:23][C:24]1[CH:31]=[CH:30][C:27]([CH2:28][N:10]2[C:11]3[C@@:12]4([CH3:22])[C:19]([CH3:21])([CH3:20])[C@H:15]([CH2:14][CH2:13]4)[C:16]=3[C:17](=[O:18])[N:9]2[C:3]2[CH:4]=[CH:5][C:6]([F:8])=[CH:7][C:2]=2[F:1])=[CH:26][CH:25]=1, predict the reactants needed to synthesize it. The reactants are: [F:1][C:2]1[CH:7]=[C:6]([F:8])[CH:5]=[CH:4][C:3]=1[N:9]1[C:17](=[O:18])[C:16]2[C@@H:15]3[C:19]([CH3:21])([CH3:20])[C@@:12]([CH3:22])([CH2:13][CH2:14]3)[C:11]=2[NH:10]1.[Cl:23][C:24]1[CH:31]=[CH:30][C:27]([CH2:28]Br)=[CH:26][CH:25]=1.C. (2) Given the product [Cl:3][C:4]1[CH:5]=[C:6]([S:11][CH2:13][C:14](=[O:16])[CH3:15])[CH:7]=[CH:8][C:9]=1[F:10], predict the reactants needed to synthesize it. The reactants are: [OH-].[Na+].[Cl:3][C:4]1[CH:5]=[C:6]([SH:11])[CH:7]=[CH:8][C:9]=1[F:10].Cl[CH2:13][C:14](=[O:16])[CH3:15]. (3) Given the product [Br:7][CH2:8][CH2:9][CH2:10][N:1]1[CH2:6][CH2:5][O:4][CH2:3][CH2:2]1, predict the reactants needed to synthesize it. The reactants are: [NH:1]1[CH2:6][CH2:5][O:4][CH2:3][CH2:2]1.[Br:7][CH2:8][CH2:9][CH2:10]Cl. (4) Given the product [F:1][C:2]1[CH:7]=[CH:6][C:5]([NH:8][C:9]2[C:10]3[C:17]([CH3:18])=[C:16]([C:19]([NH2:30])=[O:21])[S:15][C:11]=3[N:12]=[CH:13][N:14]=2)=[C:4]([O:23][CH:24]2[CH2:29][CH2:28][NH:27][CH2:26][CH2:25]2)[CH:3]=1, predict the reactants needed to synthesize it. The reactants are: [F:1][C:2]1[CH:7]=[CH:6][C:5]([NH:8][C:9]2[C:10]3[C:17]([CH3:18])=[C:16]([C:19]([O:21]C)=O)[S:15][C:11]=3[N:12]=[CH:13][N:14]=2)=[C:4]([O:23][CH:24]2[CH2:29][CH2:28][NH:27][CH2:26][CH2:25]2)[CH:3]=1.[NH3:30]. (5) Given the product [CH2:1]([O:3][C:4]([C:6]1[N:7]([NH2:19])[CH:8]=[C:9]([F:11])[CH:10]=1)=[O:5])[CH3:2], predict the reactants needed to synthesize it. The reactants are: [CH2:1]([O:3][C:4]([C:6]1[NH:7][CH:8]=[C:9]([F:11])[CH:10]=1)=[O:5])[CH3:2].CC([O-])(C)C.[K+].Cl[NH2:19]. (6) Given the product [NH2:13][C:9]1[C:10]([CH3:12])=[CH:11][C:6]([O:5][CH2:4][CH:1]2[CH2:3][CH2:2]2)=[C:7]([C:16]2[C:17]3[CH:26]=[CH:25][N:24]([S:27]([C:30]4[CH:36]=[CH:35][C:33]([CH3:34])=[CH:32][CH:31]=4)(=[O:29])=[O:28])[C:18]=3[C:19](=[O:23])[N:20]([CH3:22])[CH:21]=2)[CH:8]=1, predict the reactants needed to synthesize it. The reactants are: [CH:1]1([CH2:4][O:5][C:6]2[CH:11]=[C:10]([CH3:12])[C:9]([N+:13]([O-])=O)=[CH:8][C:7]=2[C:16]2[C:17]3[CH:26]=[CH:25][N:24]([S:27]([C:30]4[CH:36]=[CH:35][C:33]([CH3:34])=[CH:32][CH:31]=4)(=[O:29])=[O:28])[C:18]=3[C:19](=[O:23])[N:20]([CH3:22])[CH:21]=2)[CH2:3][CH2:2]1.CN1C=C(C2C=C([N+]([O-])=O)C=CC=2OC2C=CC=CC=2)C2C=CNC=2C1=O. (7) Given the product [F:11][C:12]1[CH:17]=[CH:16][C:15]([C:18]2[O:19][C:20]3[CH:30]=[C:29]([N:31]([CH3:36])[S:32]([CH3:35])(=[O:33])=[O:34])[C:28]([C:2]4[CH:3]=[CH:4][C:5]5[N:6]([CH:8]=[CH:9][N:10]=5)[CH:7]=4)=[CH:27][C:21]=3[C:22]=2[C:23]([NH:25][CH3:26])=[O:24])=[CH:14][CH:13]=1, predict the reactants needed to synthesize it. The reactants are: Br[C:2]1[CH:3]=[CH:4][C:5]2[N:6]([CH:8]=[CH:9][N:10]=2)[CH:7]=1.[F:11][C:12]1[CH:17]=[CH:16][C:15]([C:18]2[O:19][C:20]3[CH:30]=[C:29]([N:31]([CH3:36])[S:32]([CH3:35])(=[O:34])=[O:33])[C:28](B4OC(C)(C)C(C)(C)O4)=[CH:27][C:21]=3[C:22]=2[C:23]([NH:25][CH3:26])=[O:24])=[CH:14][CH:13]=1.[O-]P([O-])([O-])=O.[K+].[K+].[K+]. (8) Given the product [CH3:28][N:29]([CH:31]=[C:11]1[CH2:10][CH2:9][CH2:8][C:7]2[C:2]([F:1])=[C:3]([N:15]3[CH2:19][C@H:18]([CH2:20][NH:21][C:22](=[O:24])[CH3:23])[O:17][C:16]3=[O:25])[CH:4]=[C:5]([F:14])[C:6]=2[C:12]1=[O:13])[CH3:30], predict the reactants needed to synthesize it. The reactants are: [F:1][C:2]1[C:7]2[CH2:8][CH2:9][CH2:10][CH2:11][C:12](=[O:13])[C:6]=2[C:5]([F:14])=[CH:4][C:3]=1[N:15]1[CH2:19][C@H:18]([CH2:20][NH:21][C:22](=[O:24])[CH3:23])[O:17][C:16]1=[O:25].CO[CH:28](OC)[N:29]([CH3:31])[CH3:30]. (9) The reactants are: [O:1]=[C:2]1[CH:7]=[C:6]([C:8]2[CH:13]=[CH:12][C:11]([C:14]([F:17])([F:16])[F:15])=[CH:10][N:9]=2)[CH:5]=[CH:4][N:3]1[C:18]1[CH:19]=[CH:20][C:21]2[C:22]3[CH2:31][N:30](C(OC(C)(C)C)=O)[CH2:29][CH2:28][CH2:27][C:23]=3[NH:24][C:25]=2[CH:26]=1.[ClH:39]. Given the product [ClH:39].[CH2:31]1[C:22]2[C:21]3[CH:20]=[CH:19][C:18]([N:3]4[CH:4]=[CH:5][C:6]([C:8]5[CH:13]=[CH:12][C:11]([C:14]([F:17])([F:16])[F:15])=[CH:10][N:9]=5)=[CH:7][C:2]4=[O:1])=[CH:26][C:25]=3[NH:24][C:23]=2[CH2:27][CH2:28][CH2:29][NH:30]1, predict the reactants needed to synthesize it.